This data is from TCR-epitope binding with 47,182 pairs between 192 epitopes and 23,139 TCRs. The task is: Binary Classification. Given a T-cell receptor sequence (or CDR3 region) and an epitope sequence, predict whether binding occurs between them. (1) Result: 1 (the TCR binds to the epitope). The epitope is SEISMDNSPNL. The TCR CDR3 sequence is CASSQDRAFSGNTIYF. (2) The epitope is LPAADLDDF. The TCR CDR3 sequence is CATHLRTAQETQYF. Result: 1 (the TCR binds to the epitope).